This data is from Forward reaction prediction with 1.9M reactions from USPTO patents (1976-2016). The task is: Predict the product of the given reaction. (1) Given the reactants [H-].[Na+].[CH:3]1([C:9]2[C:17]3[C:12](=[CH:13][C:14]([C:18]([O:20][CH3:21])=[O:19])=[CH:15][CH:16]=3)[NH:11][C:10]=2[C:22]2[CH:27]=[CH:26][CH:25]=[CH:24][C:23]=2[CH:28]=[CH2:29])[CH2:8][CH2:7][CH2:6][CH2:5][CH2:4]1.[H][H].Br[CH2:33][C:34](=[CH2:38])[C:35]([OH:37])=[O:36], predict the reaction product. The product is: [CH:3]1([C:9]2[C:17]3[C:12](=[CH:13][C:14]([C:18]([O:20][CH3:21])=[O:19])=[CH:15][CH:16]=3)[N:11]([CH2:38][C:34](=[CH2:33])[C:35]([OH:37])=[O:36])[C:10]=2[C:22]2[CH:27]=[CH:26][CH:25]=[CH:24][C:23]=2[CH:28]=[CH2:29])[CH2:8][CH2:7][CH2:6][CH2:5][CH2:4]1. (2) The product is: [CH3:10][S:9][C:4]1[S:5][C:6]2[C:7](=[O:16])[NH:8][CH:17]=[N:1][C:2]=2[N:3]=1. Given the reactants [NH2:1][C:2]1[N:3]=[C:4]([S:9][CH3:10])[S:5][C:6]=1[C:7]#[N:8].S(=O)(=O)(O)O.[OH2:16].[CH:17](O)=O, predict the reaction product.